From a dataset of Reaction yield outcomes from USPTO patents with 853,638 reactions. Predict the reaction yield, written as a fraction of the theoretical maximum amount of product (1.0 means a 100% yield; for example, 0.34 means a 34% yield). (1) The reactants are [O:1]1[CH2:6][CH2:5][N:4]([C:7]2[N:12]=[C:11]([N:13]3[CH2:18][CH2:17][O:16][CH2:15][CH2:14]3)[N:10]=[C:9]([C:19]3[CH:24]=[CH:23][C:22]([CH2:25][C:26]([OH:28])=O)=[CH:21][CH:20]=3)[N:8]=2)[CH2:3][CH2:2]1.[NH2:29][C:30]1[CH:31]=[N:32][CH:33]=[CH:34][CH:35]=1. No catalyst specified. The product is [N:4]1([C:7]2[N:12]=[C:11]([N:13]3[CH2:18][CH2:17][O:16][CH2:15][CH2:14]3)[N:10]=[C:9]([C:19]3[CH:20]=[CH:21][C:22]([CH2:25][C:26]([NH:29][C:30]4[CH:31]=[N:32][CH:33]=[CH:34][CH:35]=4)=[O:28])=[CH:23][CH:24]=3)[N:8]=2)[CH2:5][CH2:6][O:1][CH2:2][CH2:3]1. The yield is 0.440. (2) The reactants are BrC1C=CC=C2C=1C(CC1C=C(OC)C=C(OC)C=1)=CC2.[Si:22]([O:29][C:30]1[CH:31]=[CH:32][CH:33]=[C:34]2[C:38]=1[C:37]([CH2:40][C:41]1[CH:46]=[C:45]([O:47][CH3:48])[CH:44]=[C:43]([O:49][CH3:50])[CH:42]=1)(O)[CH2:36][CH2:35]2)([C:25]([CH3:28])([CH3:27])[CH3:26])([CH3:24])[CH3:23].C1(C)C=CC(S(O)(=O)=O)=CC=1.[C:62]([Si:66]([O:69][C:70]1[CH:78]=[CH:77][CH:76]=[C:75]2[C:71]=1/[C:72](=[CH:79]/[C:80]1[CH:85]=[C:84]([O:86][CH3:87])[CH:83]=[C:82]([O:88][CH3:89])[CH:81]=1)/[CH2:73][CH2:74]2)([CH3:68])[CH3:67])([CH3:65])([CH3:64])[CH3:63]. The catalyst is C1(C)C=CC=CC=1. The product is [C:25]([Si:22]([O:29][C:30]1[CH:31]=[CH:32][CH:33]=[C:34]2[C:38]=1/[C:37](=[CH:40]/[C:41]1[CH:42]=[C:43]([O:49][CH3:50])[CH:44]=[C:45]([O:47][CH3:48])[CH:46]=1)/[CH2:36][CH2:35]2)([CH3:23])[CH3:24])([CH3:27])([CH3:26])[CH3:28].[C:62]([Si:66]([O:69][C:70]1[CH:78]=[CH:77][CH:76]=[C:75]2[C:71]=1[C:72]([CH2:79][C:80]1[CH:81]=[C:82]([O:88][CH3:89])[CH:83]=[C:84]([O:86][CH3:87])[CH:85]=1)=[CH:73][CH2:74]2)([CH3:67])[CH3:68])([CH3:64])([CH3:63])[CH3:65]. The yield is 0.530. (3) The reactants are [CH3:1][N:2]([CH3:32])[CH2:3][C:4]#[C:5][C:6]1[CH:11]=[CH:10][C:9]([S:12]([NH:15][CH2:16][C:17]2[CH:31]=[CH:30][C:20]([C:21]([NH:23][C:24]3[CH:25]=[N:26][CH:27]=[CH:28][CH:29]=3)=[O:22])=[CH:19][CH:18]=2)(=[O:14])=[O:13])=[CH:8][CH:7]=1. The catalyst is CO.[Pd]. The product is [CH3:32][N:2]([CH3:1])[CH2:3][CH2:4][CH2:5][C:6]1[CH:7]=[CH:8][C:9]([S:12]([NH:15][CH2:16][C:17]2[CH:31]=[CH:30][C:20]([C:21]([NH:23][C:24]3[CH:25]=[N:26][CH:27]=[CH:28][CH:29]=3)=[O:22])=[CH:19][CH:18]=2)(=[O:14])=[O:13])=[CH:10][CH:11]=1. The yield is 0.400. (4) The reactants are [O:1]=[C:2]1[NH:6][C@H:5]([C:7]([O:9][CH3:10])=[O:8])[CH2:4][CH2:3]1.[C:11](O[C:11]([O:13][C:14]([CH3:17])([CH3:16])[CH3:15])=[O:12])([O:13][C:14]([CH3:17])([CH3:16])[CH3:15])=[O:12]. The catalyst is C(Cl)Cl.CN(C1C=CN=CC=1)C. The product is [O:1]=[C:2]1[N:6]([C:11]([O:13][C:14]([CH3:17])([CH3:16])[CH3:15])=[O:12])[C@H:5]([C:7]([O:9][CH3:10])=[O:8])[CH2:4][CH2:3]1. The yield is 0.960. (5) The reactants are [CH:1]1([N:5]2[CH2:10][CH2:9][N:8]([C:11]([C:13]3[CH:14]=[C:15]4[C:19](=[CH:20][CH:21]=3)[NH:18][C:17]([C:22]([N:24]3[CH2:29][CH2:28][C:27]([F:31])([F:30])[CH2:26][CH2:25]3)=[O:23])=[CH:16]4)=[O:12])[CH2:7][CH2:6]2)[CH2:4][CH2:3][CH2:2]1.[CH3:32][S:33]([NH:36][C:37]1[CH:42]=[CH:41][C:40](B(O)O)=[CH:39][CH:38]=1)(=[O:35])=[O:34].N1C=CC=CC=1. The catalyst is ClCCl.C([O-])(=O)C.[Cu+2].C([O-])(=O)C. The product is [CH:1]1([N:5]2[CH2:6][CH2:7][N:8]([C:11]([C:13]3[CH:14]=[C:15]4[C:19](=[CH:20][CH:21]=3)[N:18]([C:40]3[CH:39]=[CH:38][C:37]([NH:36][S:33]([CH3:32])(=[O:34])=[O:35])=[CH:42][CH:41]=3)[C:17]([C:22]([N:24]3[CH2:25][CH2:26][C:27]([F:30])([F:31])[CH2:28][CH2:29]3)=[O:23])=[CH:16]4)=[O:12])[CH2:9][CH2:10]2)[CH2:2][CH2:3][CH2:4]1. The yield is 0.190. (6) The reactants are [NH2:1][CH2:2][CH:3]1[CH2:8][CH2:7][C:6]2[C:9]3[C:14]([NH:15][C:16]4[CH:25]=[CH:24][C:19]5[NH:20][C:21](=[O:23])[S:22][C:18]=5[CH:17]=4)=[N:13][CH:12]=[N:11][C:10]=3[S:26][C:5]=2[CH2:4]1.[N:27]([CH:30]([CH3:32])[CH3:31])=[C:28]=[O:29]. The catalyst is CN(C)C=O. The product is [O:23]=[C:21]1[NH:20][C:19]2[CH:24]=[CH:25][C:16]([NH:15][C:14]3[C:9]4[C:6]5[CH2:7][CH2:8][CH:3]([CH2:2][NH:1][C:28]([NH:27][CH:30]([CH3:32])[CH3:31])=[O:29])[CH2:4][C:5]=5[S:26][C:10]=4[N:11]=[CH:12][N:13]=3)=[CH:17][C:18]=2[S:22]1. The yield is 0.560. (7) The reactants are Cl[C:2]1[CH:7]=[C:6]([O:8][C:9]2[CH:14]=[CH:13][C:12]([NH:15]C(=O)CC(NC3C=CC(F)=CC=3)=O)=[CH:11][C:10]=2[F:29])[CH:5]=[CH:4][N:3]=1.CC(C)([O-])C.[K+].ClC1C=CN=C([C:43]([NH2:45])=[O:44])C=1. The catalyst is CN(C=O)C. The product is [NH2:15][C:12]1[CH:13]=[CH:14][C:9]([O:8][C:6]2[CH:5]=[CH:4][N:3]=[C:2]([C:43]([NH2:45])=[O:44])[CH:7]=2)=[C:10]([F:29])[CH:11]=1. The yield is 0.820.